This data is from Forward reaction prediction with 1.9M reactions from USPTO patents (1976-2016). The task is: Predict the product of the given reaction. (1) Given the reactants [H-].[Al+3].[Li+].[H-].[H-].[H-].[CH:7]1([CH2:10][C:11]2([C:16]#[N:17])[CH2:14][C:13](=[CH2:15])[CH2:12]2)[CH2:9][CH2:8]1.O.[OH-].[Na+], predict the reaction product. The product is: [CH:7]1([CH2:10][C:11]2([CH2:16][NH2:17])[CH2:14][C:13](=[CH2:15])[CH2:12]2)[CH2:8][CH2:9]1. (2) Given the reactants [CH:1]1[C:10]2[CH2:9][CH2:8][CH2:7][CH2:6][C:5]=2[CH:4]=[CH:3][N:2]=1.C(=O)([O-])[O-].[K+].[K+].[CH3:17][S:18]([O:21][CH2:22][CH2:23][S:24][S:25][CH2:26][CH2:27]OS(C)(=O)=O)(=[O:20])=[O:19], predict the reaction product. The product is: [CH3:17][S:18]([O-:21])(=[O:20])=[O:19].[CH3:17][S:18]([O-:21])(=[O:20])=[O:19].[S:25]([CH2:26][CH2:27][N+:2]1[CH:3]=[CH:4][C:5]2[CH2:6][CH2:7][CH2:8][CH2:9][C:10]=2[CH:1]=1)[S:24][CH2:23][CH2:22][N+:2]1[CH:3]=[CH:4][C:5]2[CH2:6][CH2:7][CH2:8][CH2:9][C:10]=2[CH:1]=1. (3) Given the reactants Br[C:2]1[CH:7]=[CH:6][C:5]([C:8]2([C:11]([N:13]3[CH2:17][CH2:16][C@@:15]4([C:21]5[CH:22]=[CH:23][CH:24]=[CH:25][C:20]=5[C:19](=[O:26])[O:18]4)[CH2:14]3)=[O:12])[CH2:10][CH2:9]2)=[CH:4][CH:3]=1.C([Sn](CCCC)(CCCC)[C:32]1[CH:37]=[CH:36][N:35]=[CH:34][CH:33]=1)CCC.C(P(C(C)(C)C)C(C)(C)C)(C)(C)C.[F-].[K+], predict the reaction product. The product is: [N:35]1[CH:36]=[CH:37][C:32]([C:2]2[CH:3]=[CH:4][C:5]([C:8]3([C:11]([N:13]4[CH2:17][CH2:16][C@@:15]5([C:21]6[CH:22]=[CH:23][CH:24]=[CH:25][C:20]=6[C:19](=[O:26])[O:18]5)[CH2:14]4)=[O:12])[CH2:10][CH2:9]3)=[CH:6][CH:7]=2)=[CH:33][CH:34]=1. (4) Given the reactants [C:1]([NH:4][NH:5][C:6](=O)[CH2:7][O:8][C:9]1[CH:13]=[C:12]([CH2:14][CH2:15][C:16]([O:18][CH2:19][CH3:20])=[O:17])[N:11]([CH2:21][C:22]2[CH:27]=[CH:26][C:25]([Cl:28])=[CH:24][C:23]=2[Cl:29])[N:10]=1)(=[O:3])[CH3:2].O=P12OP3(OP(OP(O3)(O1)=O)(=O)O2)=O.C[Si](C)(C)O[Si](C)(C)C.C1(C)C=CC=CC=1, predict the reaction product. The product is: [Cl:29][C:23]1[CH:24]=[C:25]([Cl:28])[CH:26]=[CH:27][C:22]=1[CH2:21][N:11]1[C:12]([CH2:14][CH2:15][C:16]([O:18][CH2:19][CH3:20])=[O:17])=[CH:13][C:9]([O:8][CH2:7][C:6]2[O:3][C:1]([CH3:2])=[N:4][N:5]=2)=[N:10]1. (5) Given the reactants [C:1]1([NH:7][C:8]([N:10]2[CH2:15][CH2:14][N:13]([CH2:16][C:17]3[CH:22]=[C:21]([Br:23])[CH:20]=[C:19]([O:24][CH3:25])[C:18]=3[OH:26])[CH2:12][CH2:11]2)=[O:9])[CH:6]=[CH:5][CH:4]=[CH:3][CH:2]=1.[ClH:27], predict the reaction product. The product is: [ClH:27].[C:1]1([NH:7][C:8]([N:10]2[CH2:15][CH2:14][N:13]([CH2:16][C:17]3[CH:22]=[C:21]([Br:23])[CH:20]=[C:19]([O:24][CH3:25])[C:18]=3[OH:26])[CH2:12][CH2:11]2)=[O:9])[CH:2]=[CH:3][CH:4]=[CH:5][CH:6]=1. (6) The product is: [O:9]1[CH2:12][CH2:13][CH2:14][O:15][CH:8]1[C:7]1[CH:10]=[CH:11][C:4]([CH2:3][CH2:2][OH:1])=[CH:5][CH:6]=1. Given the reactants [OH:1][CH2:2][CH2:3][C:4]1[CH:11]=[CH:10][C:7]([CH:8]=[O:9])=[CH:6][CH:5]=1.[CH2:12](O)[CH2:13][CH2:14][OH:15].C1(C)C=CC(S(O)(=O)=O)=CC=1, predict the reaction product. (7) Given the reactants O=[CH:2][CH2:3][C:4]1[C:12]2[C:7](=[C:8]([O:13]CC([O-])=O)[CH:9]=[CH:10][CH:11]=2)[NH:6][CH:5]=1.[NH2:18][C@@H:19]([CH3:29])[C@@H:20]([C:22]1[CH:27]=[CH:26][C:25]([OH:28])=[CH:24][CH:23]=1)[OH:21].[C:30]([O:33][BH-]([O:33][C:30](=[O:32])[CH3:31])[O:33][C:30](=[O:32])[CH3:31])(=[O:32])[CH3:31].[Na+].O, predict the reaction product. The product is: [C:30]([O:33][O:13][C:8]1[CH:9]=[CH:10][CH:11]=[C:12]2[C:7]=1[NH:6][CH:5]=[C:4]2[CH2:3][CH2:2][NH:18][C@@H:19]([CH3:29])[C@H:20]([OH:21])[C:22]1[CH:27]=[CH:26][C:25]([OH:28])=[CH:24][CH:23]=1)(=[O:32])[CH3:31].